From a dataset of NCI-60 drug combinations with 297,098 pairs across 59 cell lines. Regression. Given two drug SMILES strings and cell line genomic features, predict the synergy score measuring deviation from expected non-interaction effect. (1) Drug 1: C1=CC=C(C(=C1)C(C2=CC=C(C=C2)Cl)C(Cl)Cl)Cl. Drug 2: CS(=O)(=O)OCCCCOS(=O)(=O)C. Cell line: A549. Synergy scores: CSS=19.2, Synergy_ZIP=-5.42, Synergy_Bliss=-2.22, Synergy_Loewe=-1.42, Synergy_HSA=-0.552. (2) Drug 1: C1CCC(CC1)NC(=O)N(CCCl)N=O. Drug 2: CC1=C(C=C(C=C1)C(=O)NC2=CC(=CC(=C2)C(F)(F)F)N3C=C(N=C3)C)NC4=NC=CC(=N4)C5=CN=CC=C5. Cell line: MALME-3M. Synergy scores: CSS=8.79, Synergy_ZIP=-3.13, Synergy_Bliss=-0.869, Synergy_Loewe=-4.65, Synergy_HSA=-3.32. (3) Drug 1: C1=CC=C(C(=C1)C(C2=CC=C(C=C2)Cl)C(Cl)Cl)Cl. Drug 2: CN(CCCl)CCCl.Cl. Cell line: SF-295. Synergy scores: CSS=21.4, Synergy_ZIP=-1.41, Synergy_Bliss=1.09, Synergy_Loewe=-23.7, Synergy_HSA=1.55. (4) Drug 1: C1=CC(=CC=C1C#N)C(C2=CC=C(C=C2)C#N)N3C=NC=N3. Drug 2: CNC(=O)C1=NC=CC(=C1)OC2=CC=C(C=C2)NC(=O)NC3=CC(=C(C=C3)Cl)C(F)(F)F. Cell line: RXF 393. Synergy scores: CSS=1.53, Synergy_ZIP=-0.396, Synergy_Bliss=-3.39, Synergy_Loewe=-0.661, Synergy_HSA=-3.75. (5) Drug 1: CC1=C(C=C(C=C1)NC2=NC=CC(=N2)N(C)C3=CC4=NN(C(=C4C=C3)C)C)S(=O)(=O)N.Cl. Drug 2: CC=C1C(=O)NC(C(=O)OC2CC(=O)NC(C(=O)NC(CSSCCC=C2)C(=O)N1)C(C)C)C(C)C. Cell line: SNB-19. Synergy scores: CSS=53.8, Synergy_ZIP=-1.02, Synergy_Bliss=-2.01, Synergy_Loewe=-73.8, Synergy_HSA=-2.95. (6) Drug 1: C1=CC(=CC=C1CCC2=CNC3=C2C(=O)NC(=N3)N)C(=O)NC(CCC(=O)O)C(=O)O. Drug 2: CC1=C(N=C(N=C1N)C(CC(=O)N)NCC(C(=O)N)N)C(=O)NC(C(C2=CN=CN2)OC3C(C(C(C(O3)CO)O)O)OC4C(C(C(C(O4)CO)O)OC(=O)N)O)C(=O)NC(C)C(C(C)C(=O)NC(C(C)O)C(=O)NCCC5=NC(=CS5)C6=NC(=CS6)C(=O)NCCC[S+](C)C)O. Cell line: SK-MEL-2. Synergy scores: CSS=14.6, Synergy_ZIP=-2.16, Synergy_Bliss=2.58, Synergy_Loewe=-1.06, Synergy_HSA=-1.09. (7) Drug 1: C1C(C(OC1N2C=C(C(=O)NC2=O)F)CO)O. Drug 2: C(=O)(N)NO. Cell line: SK-MEL-2. Synergy scores: CSS=-2.64, Synergy_ZIP=0.749, Synergy_Bliss=-4.74, Synergy_Loewe=-1.66, Synergy_HSA=-6.98. (8) Drug 1: CNC(=O)C1=CC=CC=C1SC2=CC3=C(C=C2)C(=NN3)C=CC4=CC=CC=N4. Drug 2: CC1=C(C(CCC1)(C)C)C=CC(=CC=CC(=CC(=O)O)C)C. Cell line: BT-549. Synergy scores: CSS=2.84, Synergy_ZIP=3.24, Synergy_Bliss=6.14, Synergy_Loewe=0.862, Synergy_HSA=1.28.